From a dataset of Catalyst prediction with 721,799 reactions and 888 catalyst types from USPTO. Predict which catalyst facilitates the given reaction. (1) The catalyst class is: 17. Reactant: [NH2:1][C:2]1[CH:3]=[CH:4][C:5]([O:8][C:9]2[C:10]([CH3:24])=[N:11][N:12]([C:15]3[CH:22]=[CH:21][C:18]([C:19]#[N:20])=[C:17]([Cl:23])[CH:16]=3)[C:13]=2[CH3:14])=[N:6][CH:7]=1.[C:25](OC(=O)C)(=[O:27])[CH3:26].Cl. Product: [Cl:23][C:17]1[CH:16]=[C:15]([N:12]2[C:13]([CH3:14])=[C:9]([O:8][C:5]3[N:6]=[CH:7][C:2]([NH:1][C:25](=[O:27])[CH3:26])=[CH:3][CH:4]=3)[C:10]([CH3:24])=[N:11]2)[CH:22]=[CH:21][C:18]=1[C:19]#[N:20]. (2) Reactant: [CH3:1][C:2]1[CH:3]=[N:4][C:5]([CH2:11][S+:12]([O-:24])[C:13]2[N-:14][C:15]3[CH:16]=[CH:17][C:18]([O:22][CH3:23])=[CH:19][C:20]=3[N:21]=2)=[C:6]([CH3:10])[C:7]=1[O:8][CH3:9].[CH3:25][C:26]1[CH:27]=[N:28][C:29]([CH2:35][S+:36]([O-:48])[C:37]2[N-:38][C:39]3[CH:40]=[CH:41][C:42]([O:46][CH3:47])=[CH:43][C:44]=3[N:45]=2)=[C:30]([CH3:34])[C:31]=1[O:32][CH3:33].[Mg+2:49]. Product: [CH3:1][C:2]1[C:7]([O:8][CH3:9])=[C:6]([CH3:10])[C:5]([CH2:11][S@@:12]([C:13]2[N-:14][C:15]3[CH:16]=[CH:17][C:18]([O:22][CH3:23])=[CH:19][C:20]=3[N:21]=2)=[O:24])=[N:4][CH:3]=1.[CH3:25][C:26]1[C:31]([O:32][CH3:33])=[C:30]([CH3:34])[C:29]([CH2:35][S@@:36]([C:37]2[N-:38][C:39]3[CH:40]=[CH:41][C:42]([O:46][CH3:47])=[CH:43][C:44]=3[N:45]=2)=[O:48])=[N:28][CH:27]=1.[Mg+2:49]. The catalyst class is: 6.